This data is from Forward reaction prediction with 1.9M reactions from USPTO patents (1976-2016). The task is: Predict the product of the given reaction. (1) Given the reactants [H-].[Al+3].[Li+].[H-].[H-].[H-].[C:7](Cl)(=[O:17])[C:8]1[CH:16]=[CH:15][CH:14]=[C:10]([C:11](Cl)=[O:12])[CH:9]=1, predict the reaction product. The product is: [C:8]1([CH2:7][OH:17])[CH:16]=[CH:15][CH:14]=[C:10]([CH2:11][OH:12])[CH:9]=1. (2) Given the reactants C1(C2N=NC(NNC(=O)CC3C=C4C(=CC=3)N=CC=C4)=NC=2)C=CC=CC=1.[Br:28][C:29]1[CH:34]=[CH:33][C:32]([C:35]2[N:40]=[N:39][C:38]([NH:41][NH:42][C:43](=O)[CH2:44][C:45]3[CH:46]=[C:47]4[C:52](=[CH:53][CH:54]=3)[N:51]=[CH:50][CH:49]=[CH:48]4)=[N:37][CH:36]=2)=[CH:31][CH:30]=1, predict the reaction product. The product is: [N:51]1[C:52]2[C:47](=[CH:46][C:45]([CH2:44][C:43]3[N:39]4[N:40]=[C:35]([C:32]5[CH:33]=[CH:34][C:29]([Br:28])=[CH:30][CH:31]=5)[CH:36]=[N:37][C:38]4=[N:41][N:42]=3)=[CH:54][CH:53]=2)[CH:48]=[CH:49][CH:50]=1.